Predict the reaction yield, written as a fraction of the theoretical maximum amount of product (1.0 means a 100% yield; for example, 0.34 means a 34% yield). From a dataset of Reaction yield outcomes from USPTO patents with 853,638 reactions. (1) The reactants are [NH2:1][C:2]1[CH:9]=[CH:8][C:5]([C:6]#[N:7])=[CH:4][CH:3]=1.[H-].[Na+].[CH2:12]([N:19]1[C:23]2[N:24]=[C:25](F)[N:26]=[C:27]([O:28][C:29]3[C:34]([CH3:35])=[CH:33][C:32]([CH3:36])=[CH:31][C:30]=3[CH3:37])[C:22]=2[CH:21]=[CH:20]1)[C:13]1[CH:18]=[CH:17][CH:16]=[CH:15][CH:14]=1. The catalyst is CN1C=CC=CC1=O. The product is [CH2:12]([N:19]1[C:23]2[N:24]=[C:25]([NH:1][C:2]3[CH:9]=[CH:8][C:5]([C:6]#[N:7])=[CH:4][CH:3]=3)[N:26]=[C:27]([O:28][C:29]3[C:30]([CH3:37])=[CH:31][C:32]([CH3:36])=[CH:33][C:34]=3[CH3:35])[C:22]=2[CH:21]=[CH:20]1)[C:13]1[CH:18]=[CH:17][CH:16]=[CH:15][CH:14]=1. The yield is 0.820. (2) The reactants are [Br:1][C:2]1[C:11]2[C:6](=CC=CC=2)[CH:5]=[CH:4][CH:3]=1.[CH2:12]([Li])[CH2:13][CH2:14][CH3:15].Br[C:18]1(OC)[CH:25]=[CH:24][C:21]([CH:22]=[O:23])=[CH:20][CH2:19]1.C[CH2:29][O:30]CC. The catalyst is C1COCC1.C(Cl)Cl. The product is [Br:1][C:2]1[CH:3]=[CH:4][C:5]([O:30][CH3:29])=[C:6]([CH:22]([C:21]2[C:20]3[C:19](=[CH:12][CH:13]=[CH:14][CH:15]=3)[CH:18]=[CH:25][CH:24]=2)[OH:23])[CH:11]=1. The yield is 0.882. (3) The reactants are [CH2:1]([C:4]1[C:5]2[CH:6]=[CH:7][C:8]([O:27][CH3:28])=[C:9]([O:25][CH3:26])[C:10]=2[CH2:11][NH+:12]2[CH2:21][CH2:20][C:19]3[C:14](=[CH:15][C:16]4[O:24][CH2:23][O:22][C:17]=4[CH:18]=3)[C:13]=12)[CH:2]=[CH2:3].[Br-].[C:30]([Mg]Br)([CH3:32])=[CH2:31].O1CCCC1. The catalyst is C(OCC)C. The product is [CH2:1]([C:4]1[C:5]2[CH:6]=[CH:7][C:8]([O:27][CH3:28])=[C:9]([O:25][CH3:26])[C:10]=2[CH:11]([C:30]([CH3:32])=[CH2:31])[N:12]2[CH2:21][CH2:20][C:19]3[C:14](=[CH:15][C:16]4[O:24][CH2:23][O:22][C:17]=4[CH:18]=3)[C:13]=12)[CH:2]=[CH2:3]. The yield is 0.270.